From a dataset of Catalyst prediction with 721,799 reactions and 888 catalyst types from USPTO. Predict which catalyst facilitates the given reaction. (1) Reactant: [CH3:1][O:2][C:3]1[CH:8]=[CH:7][C:6]([C:9]2[C:13]([CH3:15])([CH3:14])[NH:12][C:11](=[O:16])[C:10]=2[C:17]2[CH:22]=[CH:21][C:20]([O:23][CH2:24][C:25]3[CH:34]=[CH:33][C:32]4[C:27](=[CH:28][CH:29]=[CH:30][CH:31]=4)[N:26]=3)=[CH:19][CH:18]=2)=[CH:5][CH:4]=1.[H-].[Na+].[CH3:37]I. Product: [CH3:1][O:2][C:3]1[CH:4]=[CH:5][C:6]([C:9]2[C:13]([CH3:15])([CH3:14])[N:12]([CH3:37])[C:11](=[O:16])[C:10]=2[C:17]2[CH:22]=[CH:21][C:20]([O:23][CH2:24][C:25]3[CH:34]=[CH:33][C:32]4[C:27](=[CH:28][CH:29]=[CH:30][CH:31]=4)[N:26]=3)=[CH:19][CH:18]=2)=[CH:7][CH:8]=1. The catalyst class is: 18. (2) Product: [F:40][C:41]1[CH:47]=[CH:46][C:44]([NH:45][C:27]([C:24]2([C:22]([NH:21][C:18]3[CH:17]=[CH:16][C:15]([NH:14][C:13]4[CH:12]=[CH:11][N:10]=[C:9]5[NH:30][C:6]([C:4]([O:3][CH2:1][CH3:2])=[O:5])=[CH:7][C:8]=45)=[CH:20][CH:19]=3)=[O:23])[CH2:26][CH2:25]2)=[O:28])=[CH:43][CH:42]=1. The catalyst class is: 9. Reactant: [CH2:1]([O:3][C:4]([C:6]1[NH:30][C:9]2=[N:10][CH:11]=[CH:12][C:13]([NH:14][C:15]3[CH:20]=[CH:19][C:18]([NH:21][C:22]([C:24]4([C:27](O)=[O:28])[CH2:26][CH2:25]4)=[O:23])=[CH:17][CH:16]=3)=[C:8]2[CH:7]=1)=[O:5])[CH3:2].C(N(C(C)C)CC)(C)C.[F:40][C:41]1[CH:47]=[CH:46][C:44]([NH2:45])=[CH:43][CH:42]=1.